This data is from Full USPTO retrosynthesis dataset with 1.9M reactions from patents (1976-2016). The task is: Predict the reactants needed to synthesize the given product. (1) Given the product [Cl:1][C:2]1[N:7]=[C:6]([NH:10][CH:11]([C:18]2([CH3:23])[CH2:19][CH2:20][CH2:21][CH2:22]2)[CH2:12][C:13]([O:15][CH2:16][CH3:17])=[O:14])[C:5]([F:9])=[CH:4][N:3]=1, predict the reactants needed to synthesize it. The reactants are: [Cl:1][C:2]1[N:7]=[C:6](Cl)[C:5]([F:9])=[CH:4][N:3]=1.[NH2:10][CH:11]([C:18]1([CH3:23])[CH2:22][CH2:21][CH2:20][CH2:19]1)[CH2:12][C:13]([O:15][CH2:16][CH3:17])=[O:14].C(N(CC)CC)C. (2) The reactants are: [C:1]([N:4]1[C:13]2[C:8](=[CH:9][C:10]([C:14]([NH:16][CH2:17][CH2:18][O:19][Si](C(C)(C)C)(C)C)=[O:15])=[CH:11][CH:12]=2)[C@H:7]([NH:27][C:28]2[N:33]=[C:32]([CH3:34])[C:31]([F:35])=[CH:30][N:29]=2)[C@@H:6]([CH3:36])[C@@H:5]1[CH2:37][CH3:38])(=[O:3])[CH3:2].CCCC[N+](CCCC)(CCCC)CCCC.[F-]. Given the product [C:1]([N:4]1[C:13]2[C:8](=[CH:9][C:10]([C:14]([NH:16][CH2:17][CH2:18][OH:19])=[O:15])=[CH:11][CH:12]=2)[C@H:7]([NH:27][C:28]2[N:33]=[C:32]([CH3:34])[C:31]([F:35])=[CH:30][N:29]=2)[C@@H:6]([CH3:36])[C@@H:5]1[CH2:37][CH3:38])(=[O:3])[CH3:2], predict the reactants needed to synthesize it. (3) Given the product [Cl:23][C:24]1[CH:46]=[CH:45][C:27]([CH2:28][NH:29][C:30]([C:32]2[C:33](=[O:44])[C:34]3[CH:41]=[C:40]([CH2:42][N:20]([CH2:19][CH:18]([OH:22])[C:14]4[CH:15]=[CH:16][CH:17]=[C:12]([O:11][CH3:10])[CH:13]=4)[CH3:21])[O:39][C:35]=3[N:36]([CH3:38])[CH:37]=2)=[O:31])=[CH:26][CH:25]=1, predict the reactants needed to synthesize it. The reactants are: C(N(CC)C(C)C)(C)C.[CH3:10][O:11][C:12]1[CH:13]=[C:14]([CH:18]([OH:22])[CH2:19][NH:20][CH3:21])[CH:15]=[CH:16][CH:17]=1.[Cl:23][C:24]1[CH:46]=[CH:45][C:27]([CH2:28][NH:29][C:30]([C:32]2[C:33](=[O:44])[C:34]3[CH:41]=[C:40]([CH2:42]Cl)[O:39][C:35]=3[N:36]([CH3:38])[CH:37]=2)=[O:31])=[CH:26][CH:25]=1.O. (4) Given the product [CH3:1][O:2][C:3]1[CH:4]=[C:5]2[C:10](=[CH:11][C:12]=1[O:13][CH3:14])[N:9]=[CH:8][CH:7]=[C:6]2[O:15][C:16]1[CH:22]=[CH:21][C:19]([NH:20][C:41](=[O:47])[O:40][CH2:29][C:23]2[CH:28]=[CH:27][C:26]([C:54]([CH3:61])([CH3:55])[CH3:53])=[CH:25][CH:24]=2)=[CH:18][CH:17]=1, predict the reactants needed to synthesize it. The reactants are: [CH3:1][O:2][C:3]1[CH:4]=[C:5]2[C:10](=[CH:11][C:12]=1[O:13][CH3:14])[N:9]=[CH:8][CH:7]=[C:6]2[O:15][C:16]1[CH:22]=[CH:21][C:19]([NH2:20])=[CH:18][CH:17]=1.[C:23]1([CH3:29])[CH:28]=[CH:27][CH:26]=[CH:25][CH:24]=1.C(N(CC)CC)C.ClC(Cl)([O:40][C:41](=[O:47])OC(Cl)(Cl)Cl)Cl.COC1C=[CH:61][C:54]([CH:55](O)C(C)(C)C)=[CH:53]C=1. (5) Given the product [CH3:1][O:2][C:3]1[CH:8]=[CH:7][C:6]([NH:9][C:56]2[CH:57]=[C:58]3[C:63](=[CH:64][CH:65]=2)[CH2:62][CH:61]([C:66]([O:68][CH3:69])=[O:67])[CH2:60][CH2:59]3)=[CH:5][CH:4]=1, predict the reactants needed to synthesize it. The reactants are: [CH3:1][O:2][C:3]1[CH:8]=[CH:7][C:6]([NH2:9])=[CH:5][CH:4]=1.C1(P(C2CCCCC2)C2C=CC=CC=2C2C(C(C)C)=CC(C(C)C)=CC=2C(C)C)CCCCC1.C(=O)([O-])[O-].[Cs+].[Cs+].FC(F)(F)S(O[C:56]1[CH:57]=[C:58]2[C:63](=[CH:64][CH:65]=1)[CH2:62][CH:61]([C:66]([O:68][CH3:69])=[O:67])[CH2:60][CH2:59]2)(=O)=O. (6) Given the product [CH2:21]([O:20][C:18](=[O:19])[C:17](=[O:23])[CH2:12][C:11](=[O:13])/[CH:10]=[CH:9]/[C:6]1[CH:7]=[CH:8][C:3]([Cl:2])=[C:4]([O:15][CH3:16])[C:5]=1[F:14])[CH3:22], predict the reactants needed to synthesize it. The reactants are: [Na].[Cl:2][C:3]1[CH:8]=[CH:7][C:6](/[CH:9]=[CH:10]/[C:11](=[O:13])[CH3:12])=[C:5]([F:14])[C:4]=1[O:15][CH3:16].[C:17](OCC)(=[O:23])[C:18]([O:20][CH2:21][CH3:22])=[O:19]. (7) Given the product [NH2:9][C@H:10]([C:11]([OH:13])=[O:12])[CH2:14][C:15]1[CH:16]=[CH:44][C:43]([OH:46])=[CH:42][CH:41]=1, predict the reactants needed to synthesize it. The reactants are: C(O)C(N)(CO)CO.[NH2:9][C@@H:10]([CH2:14][CH2:15][C:16](N[C@H](C(NCC(O)=O)=O)CS)=O)[C:11]([OH:13])=[O:12].C(O)C(N)(CO)CO.Cl.[Mg+2].[Cl-].[Cl-].[CH2:41](S)[C@@H:42](O)[C@H:43]([OH:46])[CH2:44]S.P(OC[C@H]1O[C@@H](N2C3N=CN=C(N)C=3N=C2)[C@H](O)[C@@H]1O)(OP(OP(O)(O)=O)(O)=O)(=O)O.CC1C=CC(NC(C2C=CC(CN3CCN(C)CC3)=CC=2)=O)=CC=1NC1N=CC=C(C2C=CC=NC=2)N=1.